This data is from Retrosynthesis with 50K atom-mapped reactions and 10 reaction types from USPTO. The task is: Predict the reactants needed to synthesize the given product. Given the product COCCCOc1cc2c(cc1F)-c1cc(=O)c(C(=O)O)cn1C(C(C)C)C2, predict the reactants needed to synthesize it. The reactants are: CCOC(=O)c1cn2c(cc1=O)-c1cc(F)c(OCCCOC)cc1CC2C(C)C.